From a dataset of Catalyst prediction with 721,799 reactions and 888 catalyst types from USPTO. Predict which catalyst facilitates the given reaction. (1) Reactant: [N:1]1([CH2:7][CH2:8][C:9]([NH:11][CH2:12][C:13]2[CH:18]=[CH:17][CH:16]=[CH:15][N:14]=2)=O)[CH2:6][CH2:5][O:4][CH2:3][CH2:2]1.O=P(Cl)(Cl)Cl.C(=O)([O-])[O-].[K+].[K+]. Product: [N:1]1([CH2:7][CH2:8][C:9]2[N:14]3[CH:15]=[CH:16][CH:17]=[CH:18][C:13]3=[CH:12][N:11]=2)[CH2:6][CH2:5][O:4][CH2:3][CH2:2]1. The catalyst class is: 26. (2) Reactant: [C:1]([O:5][C:6](=[O:18])[NH:7][CH2:8][C:9]#[C:10][C:11]1[CH:16]=[CH:15][C:14]([Cl:17])=[CH:13][CH:12]=1)([CH3:4])([CH3:3])[CH3:2].[CH2:19]([SnH:23]([CH2:28][CH2:29][CH2:30][CH3:31])[CH2:24][CH2:25][CH2:26][CH3:27])[CH2:20][CH2:21][CH3:22]. Product: [C:1]([O:5][C:6](=[O:18])[NH:7][CH2:8]/[CH:9]=[C:10](\[C:11]1[CH:12]=[CH:13][C:14]([Cl:17])=[CH:15][CH:16]=1)/[Sn:23]([CH2:24][CH2:25][CH2:26][CH3:27])([CH2:28][CH2:29][CH2:30][CH3:31])[CH2:19][CH2:20][CH2:21][CH3:22])([CH3:4])([CH3:2])[CH3:3]. The catalyst class is: 516. (3) Reactant: [CH3:1][C:2]1[CH:3]=[C:4]([CH:18]=[C:19]([CH3:21])[CH:20]=1)[C:5]([C:7]1[NH:12][C:11](=[O:13])[NH:10][C:9](=[O:14])[C:8]=1[CH:15]([CH3:17])[CH3:16])=[O:6].C(=O)([O-])[O-].[K+].[K+].[I-].[Li+].[Cl:30][C:31]1[N:36]=[C:35]([CH2:37]Cl)[CH:34]=[CH:33][N:32]=1. Product: [Cl:30][C:31]1[N:36]=[C:35]([CH2:37][N:12]2[C:7]([C:5](=[O:6])[C:4]3[CH:3]=[C:2]([CH3:1])[CH:20]=[C:19]([CH3:21])[CH:18]=3)=[C:8]([CH:15]([CH3:17])[CH3:16])[C:9](=[O:14])[NH:10][C:11]2=[O:13])[CH:34]=[CH:33][N:32]=1. The catalyst class is: 3. (4) Reactant: [C:1]([O:5][C:6]([N:8]1[CH2:13][CH2:12][CH:11]([C:14]([C:16]2[S:17][CH:18]=[CH:19][C:20]=2[Br:21])=O)[CH2:10][CH2:9]1)=[O:7])([CH3:4])([CH3:3])[CH3:2].Cl.[NH2:23][OH:24].N1C=CC=CC=1. Product: [C:1]([O:5][C:6]([N:8]1[CH2:13][CH2:12][CH:11]([C:14]([C:16]2[S:17][CH:18]=[CH:19][C:20]=2[Br:21])=[N:23][OH:24])[CH2:10][CH2:9]1)=[O:7])([CH3:4])([CH3:3])[CH3:2]. The catalyst class is: 6. (5) Reactant: C([O:3][C:4]([CH:6]1[CH2:11][CH2:10][N:9]([C:12]2[N:13]=[N:14][C:15]([CH2:20][C:21]3[CH:26]=[CH:25][CH:24]=[CH:23][CH:22]=3)=[C:16]([CH3:19])[C:17]=2[CH3:18])[CH2:8][CH2:7]1)=[O:5])C.[OH-].[Na+]. Product: [CH2:20]([C:15]1[N:14]=[N:13][C:12]([N:9]2[CH2:10][CH2:11][CH:6]([C:4]([OH:5])=[O:3])[CH2:7][CH2:8]2)=[C:17]([CH3:18])[C:16]=1[CH3:19])[C:21]1[CH:26]=[CH:25][CH:24]=[CH:23][CH:22]=1. The catalyst class is: 88. (6) Reactant: [BH4-].[Na+].CO.[CH3:5][O:6][C:7](=[O:33])[CH2:8][O:9][CH2:10][C:11]#[C:12][CH2:13][N:14]1[C:19](=[O:20])[CH2:18][CH2:17][CH2:16][C@@H:15]1[CH2:21][CH2:22][C:23](=[O:32])[CH2:24][C:25]1[CH:30]=[CH:29][CH:28]=[C:27]([Cl:31])[CH:26]=1. Product: [CH3:5][O:6][C:7](=[O:33])[CH2:8][O:9][CH2:10][C:11]#[C:12][CH2:13][N:14]1[C:19](=[O:20])[CH2:18][CH2:17][CH2:16][C@@H:15]1[CH2:21][CH2:22][CH:23]([OH:32])[CH2:24][C:25]1[CH:30]=[CH:29][CH:28]=[C:27]([Cl:31])[CH:26]=1. The catalyst class is: 2. (7) Reactant: Br[C:2]1[CH:3]=[C:4]2[C:8](=[CH:9][CH:10]=1)[NH:7][C:6](=[O:11])[CH2:5]2.[Cl:12][C:13]1[CH:14]=[C:15](B(O)O)[CH:16]=[CH:17][CH:18]=1.C(=O)([O-])[O-].[Na+].[Na+]. Product: [Cl:12][C:13]1[CH:18]=[C:17]([C:2]2[CH:3]=[C:4]3[C:8](=[CH:9][CH:10]=2)[NH:7][C:6](=[O:11])[CH2:5]3)[CH:16]=[CH:15][CH:14]=1. The catalyst class is: 437. (8) Reactant: CS[CH2:3][CH2:4][CH2:5][N:6]1[C:14](=[O:15])[C:13]2[C:8](=[CH:9][CH:10]=[CH:11][CH:12]=2)[C:7]1=[O:16].O[O:18][S:19]([O-:21])=O.[K+].[CH3:23]O. Product: [CH3:23][S:19]([CH2:3][CH2:4][CH2:5][N:6]1[C:14](=[O:15])[C:13]2[C:8](=[CH:9][CH:10]=[CH:11][CH:12]=2)[C:7]1=[O:16])(=[O:21])=[O:18]. The catalyst class is: 6.